From a dataset of Full USPTO retrosynthesis dataset with 1.9M reactions from patents (1976-2016). Predict the reactants needed to synthesize the given product. (1) Given the product [F:1][C:2]1[C:7]([C:8]([C:9]2[C:17]3[CH:16]=[N:15][CH:14]=[N:13][C:12]=3[NH:11][CH:10]=2)=[O:18])=[CH:6][CH:5]=[CH:4][C:3]=1[NH:19][S:20]([CH2:23][CH2:24][CH3:25])(=[O:21])=[O:22], predict the reactants needed to synthesize it. The reactants are: [F:1][C:2]1[C:7]([CH:8]([OH:18])[C:9]2[C:17]3[CH:16]=[N:15][CH:14]=[N:13][C:12]=3[NH:11][CH:10]=2)=[CH:6][CH:5]=[CH:4][C:3]=1[NH:19][S:20]([CH2:23][CH2:24][CH3:25])(=[O:22])=[O:21].CC(OI1(OC(C)=O)(OC(C)=O)OC(=O)C2C1=CC=CC=2)=O.S([O-])([O-])(=O)=S.[Na+].[Na+].C(=O)([O-])[O-].[K+].[K+]. (2) Given the product [C:21]([N:1]1[CH2:9][CH2:8][CH:4]([C:5]([OH:7])=[O:6])[CH2:3][CH2:2]1)([O:20][C:16]([CH3:19])([CH3:18])[CH3:17])=[O:22], predict the reactants needed to synthesize it. The reactants are: [NH:1]1[CH2:9][CH2:8][CH:4]([C:5]([OH:7])=[O:6])[CH2:3][CH2:2]1.C(=O)([O-])[O-].[Na+].[Na+].[C:16]([O:20][C:21](O[C:21]([O:20][C:16]([CH3:19])([CH3:18])[CH3:17])=[O:22])=[O:22])([CH3:19])([CH3:18])[CH3:17]. (3) Given the product [Cl:1][C:2]1[CH:3]=[C:4]([C:12]2[N:16]=[C:15]([C:17]3[CH:18]=[CH:19][C:20]([CH2:21][NH:32][CH2:31][CH:29]4[CH2:28][O:27][C:26]([CH3:33])([CH3:25])[O:30]4)=[CH:23][CH:24]=3)[O:14][N:13]=2)[CH:5]=[CH:6][C:7]=1[O:8][CH:9]([CH3:10])[CH3:11], predict the reactants needed to synthesize it. The reactants are: [Cl:1][C:2]1[CH:3]=[C:4]([C:12]2[N:16]=[C:15]([C:17]3[CH:24]=[CH:23][C:20]([CH:21]=O)=[CH:19][CH:18]=3)[O:14][N:13]=2)[CH:5]=[CH:6][C:7]=1[O:8][CH:9]([CH3:11])[CH3:10].[CH3:25][C:26]1([CH3:33])[O:30][CH:29]([CH2:31][NH2:32])[CH2:28][O:27]1.C(O)(=O)C.C([BH3-])#N.[Na+]. (4) Given the product [C:20]([O:19][C:17]([N:14]1[CH2:15][CH2:16][CH:11]([NH:10][C:6]2[C:5]([Cl:9])=[CH:4][N:3]=[C:2]([Cl:1])[N:7]=2)[CH2:12][CH2:13]1)=[O:18])([CH3:23])([CH3:21])[CH3:22], predict the reactants needed to synthesize it. The reactants are: [Cl:1][C:2]1[N:7]=[C:6](Cl)[C:5]([Cl:9])=[CH:4][N:3]=1.[NH2:10][CH:11]1[CH2:16][CH2:15][N:14]([C:17]([O:19][C:20]([CH3:23])([CH3:22])[CH3:21])=[O:18])[CH2:13][CH2:12]1. (5) Given the product [Cl:1][C:2]1[C:9]([N+:10]([O-:12])=[O:11])=[CH:8][CH:7]=[CH:6][C:3]=1[CH:4]=[O:5], predict the reactants needed to synthesize it. The reactants are: [Cl:1][C:2]1[C:9]([N+:10]([O-:12])=[O:11])=[CH:8][CH:7]=[CH:6][C:3]=1[CH2:4][OH:5]. (6) The reactants are: N(C(OCC)=O)=NC(OCC)=O.[Cl:13][C:14]1[CH:33]=[CH:32][C:17]([NH:18][C:19]2[C:28]3[C:23](=[CH:24][C:25]([OH:31])=[C:26]([O:29][CH3:30])[CH:27]=3)[N:22]=[CH:21][N:20]=2)=[C:16]([F:34])[CH:15]=1.C1(P(C2C=CC=CC=2)C2C=CC=CC=2)C=CC=CC=1.[O:54]1[CH2:59][CH2:58][N:57]([CH2:60][CH2:61][O:62][CH2:63][CH2:64]O)[CH2:56][CH2:55]1. Given the product [ClH:13].[Cl:13][C:14]1[CH:33]=[CH:32][C:17]([NH:18][C:19]2[C:28]3[C:23](=[CH:24][C:25]([O:31][CH2:64][CH2:63][O:62][CH2:61][CH2:60][N:57]4[CH2:58][CH2:59][O:54][CH2:55][CH2:56]4)=[C:26]([O:29][CH3:30])[CH:27]=3)[N:22]=[CH:21][N:20]=2)=[C:16]([F:34])[CH:15]=1, predict the reactants needed to synthesize it.